Dataset: Catalyst prediction with 721,799 reactions and 888 catalyst types from USPTO. Task: Predict which catalyst facilitates the given reaction. (1) Reactant: [F:1][C:2]1[CH:7]=[CH:6][CH:5]=[C:4]([F:8])[C:3]=1[NH:9][C:10]([C:12]1[CH:16]=[CH:15][NH:14][N:13]=1)=[O:11].Br[CH2:18][C:19]1[CH:24]=[CH:23][CH:22]=[CH:21][C:20]=1[I:25].C(=O)([O-])[O-].[K+].[K+].CN(C=O)C. Product: [F:1][C:2]1[CH:7]=[CH:6][CH:5]=[C:4]([F:8])[C:3]=1[NH:9][C:10]([C:12]1[CH:16]=[CH:15][N:14]([CH2:18][C:19]2[CH:24]=[CH:23][CH:22]=[CH:21][C:20]=2[I:25])[N:13]=1)=[O:11]. The catalyst class is: 69. (2) Reactant: [OH:1][C:2]1[CH:9]=[CH:8][CH:7]=[CH:6][C:3]=1[CH:4]=O.[CH3:10][C:11]([CH3:13])=[O:12].[OH-:14].[Na+].Cl. Product: [OH:1][C:2]1[CH:9]=[CH:8][CH:7]=[CH:6][C:3]=1[CH:4]=[CH:9][C:8](=[O:14])[CH:7]=[CH:6][C:10]1[CH:4]=[CH:3][CH:2]=[CH:13][C:11]=1[OH:12]. The catalyst class is: 40. (3) Reactant: [NH:1]1[C:5]2[CH:6]=[CH:7][CH:8]=[CH:9][C:4]=2[N:3]=[C:2]1[C:10]1[C:11]([NH:15][CH2:16][CH2:17][C:18]([O:20][CH3:21])=[O:19])=[N:12][O:13][N:14]=1.C(=O)([O-])[O-].[K+].[K+].[Cl:28][C:29]1[CH:38]=[CH:37][C:32]([C:33](=[O:36])[CH2:34]Br)=[CH:31][CH:30]=1. Product: [Cl:28][C:29]1[CH:38]=[CH:37][C:32]([C:33](=[O:36])[CH2:34][N:3]2[C:4]3[CH:9]=[CH:8][CH:7]=[CH:6][C:5]=3[N:1]=[C:2]2[C:10]2[C:11]([NH:15][CH2:16][CH2:17][C:18]([O:20][CH3:21])=[O:19])=[N:12][O:13][N:14]=2)=[CH:31][CH:30]=1. The catalyst class is: 39. (4) Reactant: C[O:2][C:3](=[O:25])[CH2:4][CH2:5][CH2:6][CH2:7][NH:8][C:9](=[O:24])[CH:10]=[C:11]1[C:23]2[CH:22]=[CH:21][CH:20]=[CH:19][C:18]=2[C:17]2[C:12]1=[CH:13][CH:14]=[CH:15][CH:16]=2.CO.[Li+].[OH-].Cl. Product: [CH:13]1[C:12]2[C:11](=[CH:10][C:9]([NH:8][CH2:7][CH2:6][CH2:5][CH2:4][C:3]([OH:25])=[O:2])=[O:24])[C:23]3[C:18](=[CH:19][CH:20]=[CH:21][CH:22]=3)[C:17]=2[CH:16]=[CH:15][CH:14]=1. The catalyst class is: 6. (5) Reactant: [CH3:1][O:2][C:3](=[O:20])[CH2:4][C:5]1[CH:10]=[CH:9][C:8]([B:11]2[O:15][C:14]([CH3:17])([CH3:16])[C:13]([CH3:19])([CH3:18])[O:12]2)=[CH:7][CH:6]=1.[Li+].[CH3:22]C([N-]C(C)C)C.CI. Product: [CH3:17][C:14]1([CH3:16])[C:13]([CH3:19])([CH3:18])[O:12][B:11]([C:8]2[CH:7]=[CH:6][C:5]([CH:4]([CH3:22])[C:3]([O:2][CH3:1])=[O:20])=[CH:10][CH:9]=2)[O:15]1. The catalyst class is: 1. (6) Reactant: [Cl:1][C:2]1[CH:7]=[CH:6][C:5]([NH:8][C:9](=[O:24])[NH:10][CH2:11][CH:12]([C:18]2[CH:23]=[CH:22][CH:21]=[CH:20][CH:19]=2)[C:13]([O:15]CC)=[O:14])=[CH:4][CH:3]=1.[OH-].[Na+].C1COCC1. The catalyst class is: 8. Product: [Cl:1][C:2]1[CH:3]=[CH:4][C:5]([NH:8][C:9](=[O:24])[NH:10][CH2:11][CH:12]([C:18]2[CH:19]=[CH:20][CH:21]=[CH:22][CH:23]=2)[C:13]([OH:15])=[O:14])=[CH:6][CH:7]=1.